From a dataset of Forward reaction prediction with 1.9M reactions from USPTO patents (1976-2016). Predict the product of the given reaction. (1) Given the reactants [C:1]1([C:20]2[CH:25]=[CH:24][CH:23]=[CH:22][CH:21]=2)[CH:6]=[CH:5][C:4]([C:7]2[CH:8]=[N:9][N:10]([C:12]3[CH:17]=[CH:16][CH:15]=[C:14]([O:18]C)[CH:13]=3)[CH:11]=2)=[CH:3][CH:2]=1, predict the reaction product. The product is: [C:1]1([C:20]2[CH:21]=[CH:22][CH:23]=[CH:24][CH:25]=2)[CH:6]=[CH:5][C:4]([C:7]2[CH:8]=[N:9][N:10]([C:12]3[CH:13]=[C:14]([OH:18])[CH:15]=[CH:16][CH:17]=3)[CH:11]=2)=[CH:3][CH:2]=1. (2) Given the reactants [NH2:1][C:2]1[CH:11]=[C:10]([O:12][CH2:13][C:14]#[CH:15])[C:9]([O:16][CH3:17])=[CH:8][C:3]=1[C:4](OC)=[O:5].[CH:18]([NH2:20])=O.C([O-])=O.[NH4+], predict the reaction product. The product is: [CH3:17][O:16][C:9]1[CH:8]=[C:3]2[C:2](=[CH:11][C:10]=1[O:12][CH2:13][C:14]#[CH:15])[N:1]=[CH:18][NH:20][C:4]2=[O:5]. (3) Given the reactants [C:1]([C:5]1[CH:10]=[CH:9][C:8]([NH:11][C:12](=[O:33])[NH:13][C@@H:14]([C:16]2[CH:21]=[CH:20][C:19]([NH:22][S:23]([CH3:26])(=[O:25])=[O:24])=[C:18]([C:27]#[C:28][Si](C)(C)C)[CH:17]=2)[CH3:15])=[CH:7][CH:6]=1)([CH3:4])([CH3:3])[CH3:2].[F-].C([N+](CCCC)(CCCC)CCCC)CCC, predict the reaction product. The product is: [C:1]([C:5]1[CH:10]=[CH:9][C:8]([NH:11][C:12](=[O:33])[NH:13][C@@H:14]([C:16]2[CH:21]=[CH:20][C:19]([NH:22][S:23]([CH3:26])(=[O:24])=[O:25])=[C:18]([C:27]#[CH:28])[CH:17]=2)[CH3:15])=[CH:7][CH:6]=1)([CH3:4])([CH3:3])[CH3:2].